From a dataset of Forward reaction prediction with 1.9M reactions from USPTO patents (1976-2016). Predict the product of the given reaction. (1) Given the reactants Cl.[CH3:2][C:3]1([CH3:26])[CH2:12][CH2:11][C:10]([CH3:14])([CH3:13])[C:9]2[CH:8]=[C:7]([C:15]3[N:16]=[C:17]([CH:20]4[CH2:25][CH2:24][NH:23][CH2:22][CH2:21]4)[S:18][CH:19]=3)[CH:6]=[CH:5][C:4]1=2.C(OC([CH2:34][NH:35][C@@H:36]([CH2:40][OH:41])[C:37](O)=[O:38])=O)(C)(C)C, predict the reaction product. The product is: [OH:41][CH2:40][C@H:36]([NH:35][CH3:34])[C:37]([N:23]1[CH2:24][CH2:25][CH:20]([C:17]2[S:18][CH:19]=[C:15]([C:7]3[CH:6]=[CH:5][C:4]4[C:3]([CH3:26])([CH3:2])[CH2:12][CH2:11][C:10]([CH3:13])([CH3:14])[C:9]=4[CH:8]=3)[N:16]=2)[CH2:21][CH2:22]1)=[O:38]. (2) Given the reactants ClC1C(C(O)=O)=CC(C)=C2C=1C=CN2.[Cl:15][C:16]1[C:24]([C:25]([O:27]C)=[O:26])=[CH:23][C:22]([CH2:29][CH:30]([CH3:32])[CH3:31])=[C:21]2[C:17]=1[CH:18]=[CH:19][NH:20]2, predict the reaction product. The product is: [Cl:15][C:16]1[C:24]([C:25]([OH:27])=[O:26])=[CH:23][C:22]([CH2:29][CH:30]([CH3:32])[CH3:31])=[C:21]2[C:17]=1[CH:18]=[CH:19][NH:20]2.